From a dataset of Full USPTO retrosynthesis dataset with 1.9M reactions from patents (1976-2016). Predict the reactants needed to synthesize the given product. (1) Given the product [ClH:1].[ClH:1].[CH3:3][C@@H:4]1[N:9]([CH3:10])[CH2:8][CH2:7][N:6]([CH2:11][C@@H:12]([C:42]2([OH:46])[CH2:43][CH2:44][CH2:45][CH2:40][CH2:41]2)[C:13]2[CH:18]=[CH:17][CH:16]=[C:15]([O:19][C:20]([F:21])([F:22])[F:23])[CH:14]=2)[CH2:5]1, predict the reactants needed to synthesize it. The reactants are: [ClH:1].Cl.[CH3:3][C@@H:4]1[N:9]([CH3:10])[CH2:8][CH2:7][N:6]([CH2:11][CH:12](C2CCCC[C@@H]2O)[C:13]2[CH:18]=[CH:17][CH:16]=[C:15]([O:19][C:20]([F:23])([F:22])[F:21])[CH:14]=2)[CH2:5]1.C[C@@H]1NCCN(C[C@@H](C2(O)CCCCC2)[C:40]2[CH:45]=[CH:44][CH:43]=[C:42]([O:46]C(F)(F)F)[CH:41]=2)C1. (2) Given the product [Cl:1][C:2]1[CH:7]=[C:6]([S:8][C:9]2[CH:14]=[CH:13][CH:12]=[C:11]([C:15]([F:17])([F:18])[F:16])[CH:10]=2)[CH:5]=[CH:4][C:3]=1[CH2:19][CH2:20][CH2:21][C:22]([NH:27][C:28]([O:30][CH3:31])=[O:29])([CH3:26])[CH2:23][OH:24], predict the reactants needed to synthesize it. The reactants are: [Cl:1][C:2]1[CH:7]=[C:6]([S:8][C:9]2[CH:14]=[CH:13][CH:12]=[C:11]([C:15]([F:18])([F:17])[F:16])[CH:10]=2)[CH:5]=[CH:4][C:3]=1[CH2:19][CH2:20][CH2:21][C:22]([NH:27][C:28]([O:30][CH3:31])=[O:29])([CH3:26])[C:23]([O-])=[O:24].[BH4-].[Li+].C(O)C.C(O)(=O)CC(CC(O)=O)(C(O)=O)O. (3) Given the product [Cl:26][C:10]1[CH:11]=[CH:12][C:13]2[CH2:14][NH:15][CH2:16][CH:17]([C:19]3[CH:24]=[CH:23][CH:22]=[C:21]([CH3:25])[N:20]=3)[O:18][C:8]=2[N:9]=1, predict the reactants needed to synthesize it. The reactants are: CC(C)([O-])C.[Na+].Cl[C:8]1[C:13]([CH2:14][NH:15][CH2:16][CH:17]([C:19]2[CH:24]=[CH:23][CH:22]=[C:21]([CH3:25])[N:20]=2)[OH:18])=[CH:12][CH:11]=[C:10]([Cl:26])[N:9]=1.Cl. (4) Given the product [CH:1]1([C:4]2[C:5]([N:24]([C:30]3[CH:31]=[CH:32][C:33]([N+:40]([O-:42])=[O:41])=[C:34]([CH:39]=3)[C:35]([O:37][CH3:38])=[O:36])[S:25]([CH3:28])(=[O:27])=[O:26])=[CH:6][C:7]3[O:11][C:10]([C:12]4[CH:17]=[CH:16][C:15]([F:18])=[CH:14][CH:13]=4)=[C:9]([C:19](=[O:20])[NH:21][CH3:22])[C:8]=3[CH:23]=2)[CH2:3][CH2:2]1, predict the reactants needed to synthesize it. The reactants are: [CH:1]1([C:4]2[C:5]([NH:24][S:25]([CH3:28])(=[O:27])=[O:26])=[CH:6][C:7]3[O:11][C:10]([C:12]4[CH:17]=[CH:16][C:15]([F:18])=[CH:14][CH:13]=4)=[C:9]([C:19]([NH:21][CH3:22])=[O:20])[C:8]=3[CH:23]=2)[CH2:3][CH2:2]1.F[C:30]1[CH:31]=[CH:32][C:33]([N+:40]([O-:42])=[O:41])=[C:34]([CH:39]=1)[C:35]([O:37][CH3:38])=[O:36].C(=O)([O-])[O-].[K+].[K+]. (5) Given the product [Cl:15][C:16]1[C:17]([CH2:29][OH:30])=[C:18]([CH2:22][NH:23][C:24](=[O:28])[CH:25]([CH3:26])[CH3:27])[CH:19]=[N:20][CH:21]=1, predict the reactants needed to synthesize it. The reactants are: ClC1C(CO)=C(C(=O)COC)C=NC=1.[Cl:15][C:16]1[C:17]([CH2:29][O:30]C2CCCCO2)=[C:18]([CH2:22][NH:23][C:24](=[O:28])[CH:25]([CH3:27])[CH3:26])[CH:19]=[N:20][CH:21]=1. (6) Given the product [F:58][C:57]([F:60])([F:59])[C:51]1[CH:52]=[C:53]([C:71]2[CH:70]=[C:69]([CH:74]=[CH:73][CH:72]=2)[C:67]([O:66][CH3:65])=[O:68])[CH:54]=[CH:55][C:50]=1[O:49][C@@H:36]1[C@@H:35]([OH:16])[C@@H:34]([OH:33])[C@H:39]([OH:40])[C@@H:38]([CH2:44][OH:45])[O:37]1, predict the reactants needed to synthesize it. The reactants are: CNC(=O)C1C=CC=C(C2C=CC([O:16][C@@H]3[C@@H](O)[C@@H](O)[C@H](O)[C@@H](CO)O3)=C(C)C=2)C=1.C([O:33][C@@H:34]1[C@@H:39]([O:40]C(=O)C)[C@@H:38]([CH2:44][O:45]C(=O)C)[O:37][C@H:36]([O:49][C:50]2[CH:55]=[CH:54][C:53](Br)=[CH:52][C:51]=2[C:57]([F:60])([F:59])[F:58])[C@H:35]1CC([O-])=O)(=O)C.[CH3:65][O:66][C:67]([C:69]1[CH:70]=[C:71](B(O)O)[CH:72]=[CH:73][CH:74]=1)=[O:68]. (7) Given the product [CH3:9][N:8]1[C:4]([CH2:3][NH2:1])=[C:5]([CH3:11])[C:6]([CH3:10])=[N:7]1, predict the reactants needed to synthesize it. The reactants are: [NH3:1].Cl[CH2:3][C:4]1[N:8]([CH3:9])[N:7]=[C:6]([CH3:10])[C:5]=1[CH3:11].[I-].[Na+]. (8) Given the product [C:2]([C:6]1[CH:11]=[CH:10][C:9]([CH:12]2[CH2:17][CH:16]([C:18]([O:20][CH3:21])=[O:19])[CH2:15][CH2:14][N:13]2[C:31]([O:32][CH3:33])=[O:34])=[CH:8][CH:7]=1)([CH3:5])([CH3:3])[CH3:4], predict the reactants needed to synthesize it. The reactants are: Cl.[C:2]([C:6]1[CH:11]=[CH:10][C:9]([CH:12]2[CH2:17][CH:16]([C:18]([O:20][CH3:21])=[O:19])[CH2:15][CH2:14][NH:13]2)=[CH:8][CH:7]=1)([CH3:5])([CH3:4])[CH3:3].CCN(C(C)C)C(C)C.[C:31](Cl)(=[O:34])[O:32][CH3:33].